The task is: Predict which catalyst facilitates the given reaction.. This data is from Catalyst prediction with 721,799 reactions and 888 catalyst types from USPTO. (1) Reactant: Br[C:2]1[C:3]([F:19])=[N:4][CH:5]=[C:6]([CH2:8][O:9][CH2:10][C:11]2[CH:16]=[CH:15][C:14]([O:17][CH3:18])=[CH:13][CH:12]=2)[CH:7]=1.C([Li])CCC.[B:25](OC(C)C)([O:30]C(C)C)[O:26]C(C)C. Product: [F:19][C:3]1[C:2]([B:25]([OH:30])[OH:26])=[CH:7][C:6]([CH2:8][O:9][CH2:10][C:11]2[CH:16]=[CH:15][C:14]([O:17][CH3:18])=[CH:13][CH:12]=2)=[CH:5][N:4]=1. The catalyst class is: 11. (2) Product: [F:1][C:2]1[CH:3]=[C:4]([CH2:8][CH2:9][C:10]2[O:14][C:13]([C:15]3[CH:20]=[CH:19][C:18]4[N:21]=[C:32]([NH2:31])[N:22]([C:23]5[CH:24]=[CH:25][C:26]([O:29][CH3:30])=[CH:27][CH:28]=5)[C:17]=4[CH:16]=3)=[N:12][N:11]=2)[CH:5]=[CH:6][CH:7]=1. Reactant: [F:1][C:2]1[CH:3]=[C:4]([CH2:8][CH2:9][C:10]2[O:14][C:13]([C:15]3[CH:16]=[C:17]([NH:22][C:23]4[CH:28]=[CH:27][C:26]([O:29][CH3:30])=[CH:25][CH:24]=4)[C:18]([NH2:21])=[CH:19][CH:20]=3)=[N:12][N:11]=2)[CH:5]=[CH:6][CH:7]=1.[N:31]#[C:32]Br.C(=O)([O-])O.[Na+]. The catalyst class is: 8. (3) Reactant: [C:1]([O:5][C:6]([NH:8][C@H:9]([C:11]([OH:13])=O)[CH3:10])=[O:7])([CH3:4])([CH3:3])[CH3:2].[N:14]1[CH:19]=[CH:18][CH:17]=[CH:16][C:15]=1[CH:20]1[CH2:25][CH2:24][NH:23][CH2:22][CH2:21]1.Cl.C[N:28](C)CCCN=C=NCC. Product: [N:14]1[CH:19]=[CH:18][CH:17]=[CH:16][C:15]=1[CH:20]1[CH2:25][CH2:24][N:23]([NH:28][C:11](=[O:13])[C@H:9]([CH3:10])[NH:8][C:6]([O:5][C:1]([CH3:2])([CH3:3])[CH3:4])=[O:7])[CH2:22][CH2:21]1. The catalyst class is: 4.